This data is from Full USPTO retrosynthesis dataset with 1.9M reactions from patents (1976-2016). The task is: Predict the reactants needed to synthesize the given product. (1) Given the product [Cl:33][CH2:34][CH2:35][CH2:36][S:37]([N:23]1[CH2:24][CH2:25][CH:20]([C:11]2[C:10]3[C:14](=[C:15]([C:17]([NH2:19])=[O:18])[CH:16]=[C:8]([C:5]4[CH:4]=[CH:3][C:2]([F:1])=[CH:7][CH:6]=4)[CH:9]=3)[NH:13][CH:12]=2)[CH2:21][CH2:22]1)(=[O:39])=[O:38], predict the reactants needed to synthesize it. The reactants are: [F:1][C:2]1[CH:7]=[CH:6][C:5]([C:8]2[CH:9]=[C:10]3[C:14](=[C:15]([C:17]([NH2:19])=[O:18])[CH:16]=2)[NH:13][CH:12]=[C:11]3[CH:20]2[CH2:25][CH2:24][NH:23][CH2:22][CH2:21]2)=[CH:4][CH:3]=1.C(N(CC)CC)C.[Cl:33][CH2:34][CH2:35][CH2:36][S:37](Cl)(=[O:39])=[O:38]. (2) Given the product [F:15][C:4]1[CH:3]=[C:2]([C:21]#[C:20][Si:17]([CH3:19])([CH3:18])[CH3:16])[CH:7]=[CH:6][C:5]=1[CH2:8][CH2:9][C:10]([O:12][CH2:13][CH3:14])=[O:11], predict the reactants needed to synthesize it. The reactants are: Br[C:2]1[CH:7]=[CH:6][C:5]([CH2:8][CH2:9][C:10]([O:12][CH2:13][CH3:14])=[O:11])=[C:4]([F:15])[CH:3]=1.[CH3:16][Si:17]([C:20]#[CH:21])([CH3:19])[CH3:18].C(=O)([O-])[O-].[K+].[K+].O. (3) Given the product [Cl:1][C:2]1[CH:7]=[CH:6][C:5]([O:8][C:12]2[CH:21]=[CH:20][C:15]([C:16]([O:18][CH3:19])=[O:17])=[CH:14][N:13]=2)=[CH:4][CH:3]=1, predict the reactants needed to synthesize it. The reactants are: [Cl:1][C:2]1[CH:7]=[CH:6][C:5]([OH:8])=[CH:4][CH:3]=1.[H-].[Na+].Cl[C:12]1[CH:21]=[CH:20][C:15]([C:16]([O:18][CH3:19])=[O:17])=[CH:14][N:13]=1.O. (4) Given the product [Cl:21][C:6]1[C:5]2[C:10](=[CH:11][CH:12]=[C:3]([O:2][CH3:1])[CH:4]=2)[C:9](=[O:13])[NH:8][CH:7]=1, predict the reactants needed to synthesize it. The reactants are: [CH3:1][O:2][C:3]1[CH:4]=[C:5]2[C:10](=[CH:11][CH:12]=1)[C:9](=[O:13])[NH:8][CH:7]=[CH:6]2.C1C(=O)N([Cl:21])C(=O)C1. (5) Given the product [CH3:16][C:15]1[O:14][N:13]=[C:12]([C:17]2[CH:22]=[CH:21][CH:20]=[CH:19][CH:18]=2)[C:11]=1[C:9]1[O:8][N:7]=[C:6]([CH2:5][OH:4])[N:10]=1, predict the reactants needed to synthesize it. The reactants are: C([O:4][CH2:5][C:6]1[N:10]=[C:9]([C:11]2[C:12]([C:17]3[CH:22]=[CH:21][CH:20]=[CH:19][CH:18]=3)=[N:13][O:14][C:15]=2[CH3:16])[O:8][N:7]=1)(=O)C.O.C(=O)([O-])[O-].[K+].[K+]. (6) Given the product [F:11][C:12]1[CH:25]=[CH:24][C:15]([O:16][C:17]2[CH:22]=[CH:21][C:20]([O:23][CH:2]3[CH2:6][CH2:7][NH:5][C:3]3=[O:4])=[CH:19][CH:18]=2)=[CH:14][CH:13]=1, predict the reactants needed to synthesize it. The reactants are: Br[CH:2]([CH2:6][CH2:7]Br)[C:3]([NH2:5])=[O:4].[H-].[Na+].[F:11][C:12]1[CH:25]=[CH:24][C:15]([O:16][C:17]2[CH:22]=[CH:21][C:20]([OH:23])=[CH:19][CH:18]=2)=[CH:14][CH:13]=1.